From a dataset of Reaction yield outcomes from USPTO patents with 853,638 reactions. Predict the reaction yield, written as a fraction of the theoretical maximum amount of product (1.0 means a 100% yield; for example, 0.34 means a 34% yield). (1) The reactants are [C:1]([C:5]1[CH:10]=[CH:9][C:8]([S:11]([NH:14][C:15]2[CH:16]=[C:17]3[C:21](=[CH:22][CH:23]=2)[NH:20][C:19]([C:24](O)=[O:25])=[C:18]3[C:27]2[CH:32]=[CH:31][CH:30]=[C:29]([F:33])[CH:28]=2)(=[O:13])=[O:12])=[CH:7][CH:6]=1)([CH3:4])([CH3:3])[CH3:2].[CH2:34]([CH2:36][NH2:37])[OH:35]. The catalyst is ClCCl.CO. The product is [OH:35][CH2:34][CH2:36][NH:37][C:24]([C:19]1[NH:20][C:21]2[C:17]([C:18]=1[C:27]1[CH:32]=[CH:31][CH:30]=[C:29]([F:33])[CH:28]=1)=[CH:16][C:15]([NH:14][S:11]([C:8]1[CH:7]=[CH:6][C:5]([C:1]([CH3:2])([CH3:4])[CH3:3])=[CH:10][CH:9]=1)(=[O:13])=[O:12])=[CH:23][CH:22]=2)=[O:25]. The yield is 0.160. (2) The reactants are [Cl:1][C:2]1[CH:7]=[CH:6][C:5]([CH:8]=O)=[CH:4][C:3]=1[C:10]1[C:14]([C:15]2[N:19]=[CH:18][N:17](COCC[Si](C)(C)C)[N:16]=2)=[CH:13][N:12]([C:28]2[C:33]([CH3:34])=[CH:32][N:31]=[C:30]([NH:35][C:36](=[O:38])[CH3:37])[CH:29]=2)[N:11]=1.[CH3:39][NH:40][CH3:41].C(O[BH-](OC(=O)C)OC(=O)C)(=O)C.[Na+]. The catalyst is C(Cl)Cl.O. The product is [Cl:1][C:2]1[CH:7]=[CH:6][C:5]([CH2:8][N:40]([CH3:41])[CH3:39])=[CH:4][C:3]=1[C:10]1[C:14]([C:15]2[N:19]=[CH:18][NH:17][N:16]=2)=[CH:13][N:12]([C:28]2[C:33]([CH3:34])=[CH:32][N:31]=[C:30]([NH:35][C:36](=[O:38])[CH3:37])[CH:29]=2)[N:11]=1. The yield is 0.440. (3) The reactants are [C:1]([O:5][C:6]([C:8]1([CH:16]=[CH2:17])[CH2:13][O:12][C:11]([CH3:15])([CH3:14])[O:10][CH2:9]1)=[O:7])(C)(C)[CH3:2].C(OC(C1(C(=O)C)COC(C)(C)OC1)=O)C. No catalyst specified. The product is [CH2:1]([O:5][C:6]([C:8]1([CH:16]=[CH2:17])[CH2:13][O:12][C:11]([CH3:15])([CH3:14])[O:10][CH2:9]1)=[O:7])[CH3:2]. The yield is 0.500. (4) The reactants are [CH2:1](OC1C=CC=CC=1)[CH:2]=[CH:3][C:4]1[CH:9]=[CH:8][CH:7]=[CH:6][CH:5]=1.[CH2:17]([NH:24][CH2:25][C:26]1[CH:31]=[CH:30][CH:29]=[CH:28][CH:27]=1)[C:18]1[CH:23]=[CH:22][CH:21]=[CH:20][CH:19]=1. No catalyst specified. The product is [CH2:25]([N:24]([CH2:17][C:18]1[CH:23]=[CH:22][CH:21]=[CH:20][CH:19]=1)[CH2:1]/[CH:2]=[CH:3]/[C:4]1[CH:5]=[CH:6][CH:7]=[CH:8][CH:9]=1)[C:26]1[CH:31]=[CH:30][CH:29]=[CH:28][CH:27]=1. The yield is 0.930. (5) The product is [N:52]([CH2:46][CH2:45][C:15]1[N:14]([CH:1]([C:2]2[CH:7]=[CH:6][CH:5]=[CH:4][CH:3]=2)[C:8]2[CH:13]=[CH:12][CH:11]=[CH:10][CH:9]=2)[C:22]2[C:17]([C:16]=1[CH2:24][CH2:25][S:26]([C:29]1[CH:34]=[CH:33][C:32]([C:35]3[CH:36]=[C:37]([CH:42]=[CH:43][CH:44]=3)[C:38]([O:40][CH3:41])=[O:39])=[CH:31][CH:30]=1)(=[O:28])=[O:27])=[CH:18][C:19]([Cl:23])=[CH:20][CH:21]=2)=[N+:53]=[N-:54]. The yield is 0.990. The catalyst is O. The reactants are [CH:1]([N:14]1[C:22]2[C:17](=[CH:18][C:19]([Cl:23])=[CH:20][CH:21]=2)[C:16]([CH2:24][CH2:25][S:26]([C:29]2[CH:34]=[CH:33][C:32]([C:35]3[CH:36]=[C:37]([CH:42]=[CH:43][CH:44]=3)[C:38]([O:40][CH3:41])=[O:39])=[CH:31][CH:30]=2)(=[O:28])=[O:27])=[C:15]1[CH2:45][CH2:46]OS(C)(=O)=O)([C:8]1[CH:13]=[CH:12][CH:11]=[CH:10][CH:9]=1)[C:2]1[CH:7]=[CH:6][CH:5]=[CH:4][CH:3]=1.[N-:52]=[N+:53]=[N-:54].[Na+].CN(C=O)C. (6) The reactants are [Cl:1][C:2]1[N:3]=[C:4](Cl)[C:5]2[CH2:10][CH2:9][CH:8]([C:11]3[CH:16]=[CH:15][CH:14]=[CH:13][CH:12]=3)[C:6]=2[N:7]=1.[CH:18]1([NH2:22])[CH2:21][CH2:20][CH2:19]1.O. The catalyst is CN1C(=O)CCC1. The product is [Cl:1][C:2]1[N:3]=[C:4]([NH:22][CH:18]2[CH2:21][CH2:20][CH2:19]2)[C:5]2[CH2:10][CH2:9][CH:8]([C:11]3[CH:16]=[CH:15][CH:14]=[CH:13][CH:12]=3)[C:6]=2[N:7]=1. The yield is 0.940. (7) The reactants are [Cl:1][C:2]1[C:3]([CH2:12][CH:13]=[N:14][C:15](=[O:26])[C:16]2[CH:21]=[CH:20][CH:19]=[CH:18][C:17]=2[C:22]([F:25])([F:24])[F:23])=[N:4][CH:5]=[C:6]([C:8]([F:11])([F:10])[F:9])[CH:7]=1.S(=O)(=O)(O)O.Cl[CH2:33]Cl.[OH2:35]. The catalyst is CO. The product is [Cl:1][C:2]1[C:3]([CH2:12][CH:13]([NH:14][C:15](=[O:26])[C:16]2[CH:21]=[CH:20][CH:19]=[CH:18][C:17]=2[C:22]([F:23])([F:24])[F:25])[O:35][CH3:33])=[N:4][CH:5]=[C:6]([C:8]([F:9])([F:11])[F:10])[CH:7]=1. The yield is 0.630. (8) The reactants are [OH:1][C@H:2]1[CH2:6][N:5]([C:7](=[O:20])[C@@H:8]([N:10]2[CH2:18][C:17]3[C:12](=[CH:13][CH:14]=[CH:15][CH:16]=3)[C:11]2=[O:19])[CH3:9])[C@H:4]([C:21]([OH:23])=O)[CH2:3]1.CCN(C(C)C)C(C)C.[NH:33]1[C:41]2[C:36](=[CH:37][CH:38]=[CH:39][CH:40]=2)[C:35]([CH2:42][NH2:43])=[CH:34]1.CN(C(ON1N=NC2C=CC=NC1=2)=[N+](C)C)C.F[P-](F)(F)(F)(F)F. The catalyst is CN(C=O)C. The product is [NH:33]1[C:41]2[C:36](=[CH:37][CH:38]=[CH:39][CH:40]=2)[C:35]([CH2:42][NH:43][C:21]([C@@H:4]2[CH2:3][C@@H:2]([OH:1])[CH2:6][N:5]2[C:7](=[O:20])[C@@H:8]([N:10]2[CH2:18][C:17]3[C:12](=[CH:13][CH:14]=[CH:15][CH:16]=3)[C:11]2=[O:19])[CH3:9])=[O:23])=[CH:34]1. The yield is 0.220.